Task: Predict the product of the given reaction.. Dataset: Forward reaction prediction with 1.9M reactions from USPTO patents (1976-2016) (1) Given the reactants [Cl:1][C:2]1[C:6]([Cl:7])=[C:5]([CH3:8])[NH:4][C:3]=1[C:9]([NH:11][C@H:12]1[CH2:17][CH2:16][N:15]([C:18]2[S:19][C:20]([C:23]([OH:25])=[O:24])=[CH:21][N:22]=2)[CH2:14][C@H:13]1[O:26]C)=[O:10].B(Br)(Br)Br.C(Cl)Cl.O, predict the reaction product. The product is: [Cl:1][C:2]1[C:6]([Cl:7])=[C:5]([CH3:8])[NH:4][C:3]=1[C:9]([NH:11][C@H:12]1[CH2:17][CH2:16][N:15]([C:18]2[S:19][C:20]([C:23]([OH:25])=[O:24])=[CH:21][N:22]=2)[CH2:14][C@H:13]1[OH:26])=[O:10]. (2) The product is: [CH2:4]([O:5][C:8]1[CH:16]=[N:15][CH:14]=[CH:13][C:9]=1[C:10]([OH:12])=[O:11])[CH:3]([CH3:6])[CH3:2]. Given the reactants [Na].[CH3:2][CH:3]([CH3:6])[CH2:4][OH:5].Cl[C:8]1[CH:16]=[N:15][CH:14]=[CH:13][C:9]=1[C:10]([OH:12])=[O:11], predict the reaction product. (3) Given the reactants Br[CH2:2][CH2:3][CH2:4][O:5][C:6]1[CH:11]=[CH:10][C:9]([C:12]2[C:16]3[CH:17]=[CH:18][C:19]([F:21])=[CH:20][C:15]=3[O:14][N:13]=2)=[CH:8][CH:7]=1.[NH:22]1[CH2:27][CH2:26][CH2:25][CH2:24][CH2:23]1.C(=O)([O-])[O-].[K+].[K+].Cl, predict the reaction product. The product is: [F:21][C:19]1[CH:18]=[CH:17][C:16]2[C:12]([C:9]3[CH:10]=[CH:11][C:6]([O:5][CH2:4][CH2:3][CH2:2][N:22]4[CH2:27][CH2:26][CH2:25][CH2:24][CH2:23]4)=[CH:7][CH:8]=3)=[N:13][O:14][C:15]=2[CH:20]=1. (4) The product is: [CH2:12]([O:11][C:4](=[O:10])[C:5]([C:14]1[C:19]([C:20]([O:22][CH2:23][CH3:24])=[O:21])=[N:25][O:16][C:15]=1[CH3:17])=[O:7])[CH3:13]. Given the reactants C[O-].[Na+].[C:4]([O:11][CH2:12][CH3:13])(=[O:10])[C:5]([O:7]CC)=O.[CH3:14][C:15]([CH3:17])=[O:16].Cl[C:19](=[N:25]O)[C:20]([O:22][CH2:23][CH3:24])=[O:21], predict the reaction product. (5) Given the reactants Br[C:2]1[CH:3]=[N:4][C:5]2[N:6]([CH:8]=[C:9]([CH2:11][O:12][C:13]3[CH:14]=[N:15][CH:16]=[C:17]([F:19])[CH:18]=3)[N:10]=2)[CH:7]=1.[F:20][C:21]1[CH:26]=[CH:25][C:24](B(O)O)=[C:23]([CH2:30][OH:31])[CH:22]=1, predict the reaction product. The product is: [F:20][C:21]1[CH:26]=[CH:25][C:24]([C:2]2[CH:3]=[N:4][C:5]3[N:6]([CH:8]=[C:9]([CH2:11][O:12][C:13]4[CH:14]=[N:15][CH:16]=[C:17]([F:19])[CH:18]=4)[N:10]=3)[CH:7]=2)=[C:23]([CH2:30][OH:31])[CH:22]=1. (6) Given the reactants [CH2:1]([S:8][CH:9]([CH:38](OC)[O:39]C)[CH2:10][NH:11][C:12]([C:14]1[NH:15][C:16]2[C:21]([CH:22]=1)=[CH:20][C:19]([O:23][CH2:24][CH2:25][O:26][CH3:27])=[CH:18][C:17]=2[NH:28][S:29]([C:32]1[CH:37]=[CH:36][CH:35]=[CH:34][N:33]=1)(=[O:31])=[O:30])=[O:13])[C:2]1[CH:7]=[CH:6][CH:5]=[CH:4][CH:3]=1.CC(C)=O, predict the reaction product. The product is: [CH2:1]([S:8][CH:9]([CH:38]=[O:39])[CH2:10][NH:11][C:12]([C:14]1[NH:15][C:16]2[C:21]([CH:22]=1)=[CH:20][C:19]([O:23][CH2:24][CH2:25][O:26][CH3:27])=[CH:18][C:17]=2[NH:28][S:29]([C:32]1[CH:37]=[CH:36][CH:35]=[CH:34][N:33]=1)(=[O:30])=[O:31])=[O:13])[C:2]1[CH:7]=[CH:6][CH:5]=[CH:4][CH:3]=1.